Dataset: Forward reaction prediction with 1.9M reactions from USPTO patents (1976-2016). Task: Predict the product of the given reaction. (1) Given the reactants [CH3:1][N:2]([CH3:7])[CH2:3][CH2:4][CH2:5][OH:6].[N:8]1([CH2:14][C:15]2[CH:20]=[CH:19][C:18](O)=[CH:17][CH:16]=2)[CH2:13][CH2:12][CH2:11][CH2:10][CH2:9]1.C1(P(C2C=CC=CC=2)C2C=CC=CC=2)C=CC=CC=1.CC(OC(/N=N/C(OC(C)(C)C)=O)=O)(C)C.[CH2:57]([Cl:59])[Cl:58], predict the reaction product. The product is: [NH3:2].[CH2:57]([Cl:59])[Cl:58].[CH3:1][N:2]([CH3:7])[CH2:3][CH2:4][CH2:5][O:6][C:18]1[CH:17]=[CH:16][C:15]([CH2:14][N:8]2[CH2:13][CH2:12][CH2:11][CH2:10][CH2:9]2)=[CH:20][CH:19]=1. (2) Given the reactants [Br:1][C:2]1[CH:10]=[C:6]([C:7](=[NH:9])[O-:8])[C:5]([C:11](=[NH:13])[O-:12])=[CH:4][CH:3]=1.[K+].[K+].Cl[CH2:17][C:18]([CH3:20])=[O:19].[Na].Cl, predict the reaction product. The product is: [C:18]([C:20]1[NH:9][C:7](=[O:8])[C:6]2[C:5]([C:11]=1[OH:12])=[CH:4][CH:3]=[C:2]([Br:1])[CH:10]=2)(=[O:19])[CH3:17].[C:18]([C:20]1[NH:13][C:11](=[O:12])[C:5]2[C:6]([C:7]=1[OH:8])=[CH:10][C:2]([Br:1])=[CH:3][CH:4]=2)(=[O:19])[CH3:17]. (3) Given the reactants [CH2:1]([O:5][C:6]1[C:11]([CH:12]([CH3:14])[CH3:13])=[CH:10][C:9]([CH:15]([CH3:17])[CH3:16])=[CH:8][C:7]=1[C:18]1[C:26]2C(=[CH:22][CH:23]=[C:24]([C:27]([CH3:32])=[CH:28]C(O)=O)[CH:25]=2)NC=1)[CH2:2][CH2:3][CH3:4].[C:33](=[O:36])([O-])[O-:34].[Cs+].[Cs+].I[CH3:40].[CH3:41][N:42]([CH:44]=O)[CH3:43], predict the reaction product. The product is: [CH3:40][O:34][C:33](=[O:36])[CH:28]=[C:27]([C:24]1[CH:25]=[C:26]2[C:43](=[CH:22][CH:23]=1)[N:42]([CH3:41])[CH:44]=[C:18]2[C:7]1[CH:8]=[C:9]([CH:15]([CH3:17])[CH3:16])[CH:10]=[C:11]([CH:12]([CH3:13])[CH3:14])[C:6]=1[O:5][CH2:1][CH2:2][CH2:3][CH3:4])[CH3:32]. (4) Given the reactants [CH3:1][O:2][C:3]1[CH:4]=[C:5]([N:11]2[CH2:16][CH2:15][NH:14][CH2:13][CH2:12]2)[CH:6]=[CH:7][C:8]=1[O:9][CH3:10].[C:17]1([C:25]2[CH:30]=[CH:29][CH:28]=[CH:27][CH:26]=2)[CH:22]=[CH:21][CH:20]=[C:19]([CH:23]=O)[CH:18]=1.[BH-](OC(C)=O)(OC(C)=O)OC(C)=O.[Na+].C1(C2C=CC=CC=2)C=CC=CC=1CN1CCN(C2C=CC=CC=2)CC1, predict the reaction product. The product is: [C:17]1([C:25]2[CH:26]=[CH:27][CH:28]=[CH:29][CH:30]=2)[CH:22]=[CH:21][CH:20]=[C:19]([CH2:23][N:14]2[CH2:13][CH2:12][N:11]([C:5]3[CH:6]=[CH:7][C:8]([O:9][CH3:10])=[C:3]([O:2][CH3:1])[CH:4]=3)[CH2:16][CH2:15]2)[CH:18]=1. (5) Given the reactants N#N.[CH2:3]1[CH2:7][O:6][CH2:5][CH2:4]1.[CH2:8]([Li])[CH2:9][CH2:10][CH2:11]CC.C1(O)CC1, predict the reaction product. The product is: [CH2:5]([CH:4]1[CH2:3][CH:7]1[OH:6])[CH2:11][CH2:10][C:9]#[CH:8]. (6) Given the reactants [Cl:1][C:2]1[CH:3]=[C:4]([CH:24]=[CH:25][CH:26]=1)[CH2:5][O:6][C:7]1[CH:16]=[C:15]2[C:10]([CH:11]=[C:12]([CH2:18][C:19]([O:21][CH2:22][CH3:23])=[O:20])[C:13](=O)[NH:14]2)=[CH:9][CH:8]=1.C(Cl)(=O)C([Cl:30])=O.CN(C=O)C, predict the reaction product. The product is: [Cl:30][C:13]1[C:12]([CH2:18][C:19]([O:21][CH2:22][CH3:23])=[O:20])=[CH:11][C:10]2[C:15](=[CH:16][C:7]([O:6][CH2:5][C:4]3[CH:24]=[CH:25][CH:26]=[C:2]([Cl:1])[CH:3]=3)=[CH:8][CH:9]=2)[N:14]=1. (7) Given the reactants C([N:8]1[CH2:13][CH2:12][N:11]([C:14]2[CH:15]=[C:16]([F:24])[CH:17]=[C:18]3[C:23]=2[O:22][CH2:21][CH2:20][CH2:19]3)[CH2:10][CH2:9]1)C1C=CC=CC=1.C([O-])=O.[NH4+], predict the reaction product. The product is: [F:24][C:16]1[CH:17]=[C:18]2[C:23](=[C:14]([N:11]3[CH2:10][CH2:9][NH:8][CH2:13][CH2:12]3)[CH:15]=1)[O:22][CH2:21][CH2:20][CH2:19]2. (8) Given the reactants C([O:3][C:4](=[O:24])[C:5]([O:15][C:16]1[CH:21]=[CH:20][CH:19]=[CH:18][C:17]=1[O:22][CH3:23])([CH3:14])[CH2:6][C:7]1[CH:12]=[CH:11][C:10]([OH:13])=[CH:9][CH:8]=1)C.[CH3:25][C:26]1[O:30][C:29]([C:31]2[CH:36]=[CH:35][CH:34]=[C:33]([C:37]3[S:38][CH:39]=[CH:40][CH:41]=3)[CH:32]=2)=[N:28][C:27]=1[CH2:42][CH2:43]OS(C1C=CC(C)=CC=1)(=O)=O, predict the reaction product. The product is: [CH3:23][O:22][C:17]1[CH:18]=[CH:19][CH:20]=[CH:21][C:16]=1[O:15][C:5]([CH3:14])([CH2:6][C:7]1[CH:12]=[CH:11][C:10]([O:13][CH2:43][CH2:42][C:27]2[N:28]=[C:29]([C:31]3[CH:36]=[CH:35][CH:34]=[C:33]([C:37]4[S:38][CH:39]=[CH:40][CH:41]=4)[CH:32]=3)[O:30][C:26]=2[CH3:25])=[CH:9][CH:8]=1)[C:4]([OH:3])=[O:24]. (9) The product is: [C:1]([O:5][C:6](=[O:7])[NH:8][C@H:9]([C:10](=[O:12])[NH:28][CH:32]1[CH2:33][CH2:34][CH2:35][CH2:36][CH2:31]1)[CH3:13])([CH3:2])([CH3:3])[CH3:4]. Given the reactants [C:1]([O:5][C:6]([NH:8][C@@H:9]([CH3:13])[C:10]([OH:12])=O)=[O:7])([CH3:4])([CH3:3])[CH3:2].Cl.CN(C)CCCN=C=NCC.O.O[N:28]1[C:32]2[CH:33]=[CH:34][CH:35]=[CH:36][C:31]=2N=N1.C(N1CCOCC1)C.C1(N)CCCCC1, predict the reaction product.